From a dataset of NCI-60 drug combinations with 297,098 pairs across 59 cell lines. Regression. Given two drug SMILES strings and cell line genomic features, predict the synergy score measuring deviation from expected non-interaction effect. (1) Drug 1: B(C(CC(C)C)NC(=O)C(CC1=CC=CC=C1)NC(=O)C2=NC=CN=C2)(O)O. Drug 2: CC1C(C(CC(O1)OC2CC(CC3=C2C(=C4C(=C3O)C(=O)C5=C(C4=O)C(=CC=C5)OC)O)(C(=O)CO)O)N)O.Cl. Cell line: DU-145. Synergy scores: CSS=42.4, Synergy_ZIP=-4.38, Synergy_Bliss=-5.94, Synergy_Loewe=-0.177, Synergy_HSA=0.605. (2) Drug 1: C1CCC(C1)C(CC#N)N2C=C(C=N2)C3=C4C=CNC4=NC=N3. Drug 2: CC1=C(C=C(C=C1)C(=O)NC2=CC(=CC(=C2)C(F)(F)F)N3C=C(N=C3)C)NC4=NC=CC(=N4)C5=CN=CC=C5. Cell line: UACC-257. Synergy scores: CSS=-5.72, Synergy_ZIP=3.24, Synergy_Bliss=-0.552, Synergy_Loewe=-3.34, Synergy_HSA=-4.80. (3) Drug 1: C1=CC(=C2C(=C1NCCNCCO)C(=O)C3=C(C=CC(=C3C2=O)O)O)NCCNCCO. Drug 2: CCCS(=O)(=O)NC1=C(C(=C(C=C1)F)C(=O)C2=CNC3=C2C=C(C=N3)C4=CC=C(C=C4)Cl)F. Cell line: SK-MEL-28. Synergy scores: CSS=47.3, Synergy_ZIP=-8.97, Synergy_Bliss=-4.38, Synergy_Loewe=-10.9, Synergy_HSA=-0.418. (4) Drug 1: C(=O)(N)NO. Drug 2: C1=CC=C(C(=C1)C(C2=CC=C(C=C2)Cl)C(Cl)Cl)Cl. Cell line: UACC62. Synergy scores: CSS=-17.9, Synergy_ZIP=19.2, Synergy_Bliss=24.1, Synergy_Loewe=-2.50, Synergy_HSA=-0.231. (5) Drug 1: C1CCC(C(C1)N)N.C(=O)(C(=O)[O-])[O-].[Pt+4]. Drug 2: CCC1(C2=C(COC1=O)C(=O)N3CC4=CC5=C(C=CC(=C5CN(C)C)O)N=C4C3=C2)O.Cl. Cell line: LOX IMVI. Synergy scores: CSS=36.3, Synergy_ZIP=-3.48, Synergy_Bliss=-4.58, Synergy_Loewe=-16.6, Synergy_HSA=-2.32. (6) Drug 1: CCCS(=O)(=O)NC1=C(C(=C(C=C1)F)C(=O)C2=CNC3=C2C=C(C=N3)C4=CC=C(C=C4)Cl)F. Drug 2: CN(C)N=NC1=C(NC=N1)C(=O)N. Cell line: NCI-H226. Synergy scores: CSS=-3.82, Synergy_ZIP=0.494, Synergy_Bliss=-5.80, Synergy_Loewe=-11.2, Synergy_HSA=-9.38. (7) Drug 1: C1=C(C(=O)NC(=O)N1)N(CCCl)CCCl. Drug 2: CC(C)CN1C=NC2=C1C3=CC=CC=C3N=C2N. Cell line: IGROV1. Synergy scores: CSS=22.5, Synergy_ZIP=-0.886, Synergy_Bliss=-2.96, Synergy_Loewe=-4.04, Synergy_HSA=-3.23. (8) Drug 1: CC1C(C(CC(O1)OC2CC(OC(C2O)C)OC3=CC4=CC5=C(C(=O)C(C(C5)C(C(=O)C(C(C)O)O)OC)OC6CC(C(C(O6)C)O)OC7CC(C(C(O7)C)O)OC8CC(C(C(O8)C)O)(C)O)C(=C4C(=C3C)O)O)O)O. Drug 2: CC1CCCC2(C(O2)CC(NC(=O)CC(C(C(=O)C(C1O)C)(C)C)O)C(=CC3=CSC(=N3)C)C)C. Cell line: SN12C. Synergy scores: CSS=66.0, Synergy_ZIP=0.570, Synergy_Bliss=0.00495, Synergy_Loewe=0.148, Synergy_HSA=3.66. (9) Drug 1: CS(=O)(=O)C1=CC(=C(C=C1)C(=O)NC2=CC(=C(C=C2)Cl)C3=CC=CC=N3)Cl. Drug 2: C1CNP(=O)(OC1)N(CCCl)CCCl. Cell line: SN12C. Synergy scores: CSS=0.943, Synergy_ZIP=2.08, Synergy_Bliss=3.08, Synergy_Loewe=-0.337, Synergy_HSA=0.660. (10) Drug 1: CC(C1=C(C=CC(=C1Cl)F)Cl)OC2=C(N=CC(=C2)C3=CN(N=C3)C4CCNCC4)N. Drug 2: C1=CC(=CC=C1CC(C(=O)O)N)N(CCCl)CCCl.Cl. Cell line: COLO 205. Synergy scores: CSS=35.7, Synergy_ZIP=1.19, Synergy_Bliss=4.81, Synergy_Loewe=-3.14, Synergy_HSA=0.539.